From a dataset of NCI-60 drug combinations with 297,098 pairs across 59 cell lines. Regression. Given two drug SMILES strings and cell line genomic features, predict the synergy score measuring deviation from expected non-interaction effect. (1) Drug 1: CCCS(=O)(=O)NC1=C(C(=C(C=C1)F)C(=O)C2=CNC3=C2C=C(C=N3)C4=CC=C(C=C4)Cl)F. Drug 2: CN1C2=C(C=C(C=C2)N(CCCl)CCCl)N=C1CCCC(=O)O.Cl. Cell line: RXF 393. Synergy scores: CSS=7.46, Synergy_ZIP=-1.10, Synergy_Bliss=4.19, Synergy_Loewe=0.700, Synergy_HSA=3.40. (2) Drug 1: CCCS(=O)(=O)NC1=C(C(=C(C=C1)F)C(=O)C2=CNC3=C2C=C(C=N3)C4=CC=C(C=C4)Cl)F. Drug 2: CC1=C2C(C(=O)C3(C(CC4C(C3C(C(C2(C)C)(CC1OC(=O)C(C(C5=CC=CC=C5)NC(=O)C6=CC=CC=C6)O)O)OC(=O)C7=CC=CC=C7)(CO4)OC(=O)C)O)C)OC(=O)C. Cell line: HOP-92. Synergy scores: CSS=27.0, Synergy_ZIP=0.742, Synergy_Bliss=3.72, Synergy_Loewe=-13.1, Synergy_HSA=2.35. (3) Drug 1: CC1=C(C(=CC=C1)Cl)NC(=O)C2=CN=C(S2)NC3=CC(=NC(=N3)C)N4CCN(CC4)CCO. Drug 2: CC1C(C(CC(O1)OC2CC(CC3=C2C(=C4C(=C3O)C(=O)C5=C(C4=O)C(=CC=C5)OC)O)(C(=O)CO)O)N)O.Cl. Cell line: OVCAR3. Synergy scores: CSS=43.2, Synergy_ZIP=-5.70, Synergy_Bliss=-3.74, Synergy_Loewe=-9.29, Synergy_HSA=-0.207. (4) Drug 1: CCCCCOC(=O)NC1=NC(=O)N(C=C1F)C2C(C(C(O2)C)O)O. Drug 2: C1=NNC2=C1C(=O)NC=N2. Cell line: CCRF-CEM. Synergy scores: CSS=-4.42, Synergy_ZIP=2.29, Synergy_Bliss=3.10, Synergy_Loewe=-5.93, Synergy_HSA=-3.99. (5) Drug 1: CN1CCC(CC1)COC2=C(C=C3C(=C2)N=CN=C3NC4=C(C=C(C=C4)Br)F)OC. Drug 2: C1=NC2=C(N1)C(=S)N=CN2. Cell line: OVCAR3. Synergy scores: CSS=16.5, Synergy_ZIP=-19.3, Synergy_Bliss=-30.7, Synergy_Loewe=-41.0, Synergy_HSA=-26.9. (6) Drug 1: CC1C(C(CC(O1)OC2CC(OC(C2O)C)OC3=CC4=CC5=C(C(=O)C(C(C5)C(C(=O)C(C(C)O)O)OC)OC6CC(C(C(O6)C)O)OC7CC(C(C(O7)C)O)OC8CC(C(C(O8)C)O)(C)O)C(=C4C(=C3C)O)O)O)O. Drug 2: C(CCl)NC(=O)N(CCCl)N=O. Cell line: UACC62. Synergy scores: CSS=56.6, Synergy_ZIP=-5.16, Synergy_Bliss=-1.89, Synergy_Loewe=-19.7, Synergy_HSA=-0.395.